From a dataset of Forward reaction prediction with 1.9M reactions from USPTO patents (1976-2016). Predict the product of the given reaction. (1) Given the reactants C1(N2C=C(C=C3CCNCC3)N=N2)C=CC=CC=1.C(OC([N:26]1[CH2:31][CH2:30][C:29](=[CH:32][C:33]2[CH:41]=[CH:40][C:36]3[N:37]=[CH:38][S:39][C:35]=3[CH:34]=2)[CH2:28][CH2:27]1)=O)(C)(C)C, predict the reaction product. The product is: [S:39]1[C:35]2[CH:34]=[C:33]([CH:32]=[C:29]3[CH2:28][CH2:27][NH:26][CH2:31][CH2:30]3)[CH:41]=[CH:40][C:36]=2[N:37]=[CH:38]1. (2) Given the reactants C(O)(C(F)(F)F)=O.C(OC([N:15](C(OC(C)(C)C)=O)[C:16]1[CH:25]=[CH:24][C:23]2[C:22]3=[CH:26][CH:27]=[N:28][N:21]3[CH:20]=[CH:19][C:18]=2[C:17]=1[C:29]([O:31][CH3:32])=[O:30])=O)(C)(C)C.C(=O)(O)[O-].[Na+], predict the reaction product. The product is: [NH2:15][C:16]1[CH:25]=[CH:24][C:23]2[C:22]3=[CH:26][CH:27]=[N:28][N:21]3[CH:20]=[CH:19][C:18]=2[C:17]=1[C:29]([O:31][CH3:32])=[O:30]. (3) The product is: [C:1]1([C:15]2[CH:19]=[CH:18][S:17][C:16]=2[CH:20]=[O:21])[C:10]2[C:5](=[CH:6][CH:7]=[CH:8][CH:9]=2)[CH:4]=[CH:3][CH:2]=1. Given the reactants [C:1]1(B(O)O)[C:10]2[C:5](=[CH:6][CH:7]=[CH:8][CH:9]=2)[CH:4]=[CH:3][CH:2]=1.Br[C:15]1[CH:19]=[CH:18][S:17][C:16]=1[CH:20]=[O:21].C(=O)([O-])[O-].[Na+].[Na+].COCCOC, predict the reaction product. (4) Given the reactants Cl.[N:2]1([CH2:8][C:9]23[CH2:17][CH:13]4[CH2:14][CH:15]([CH2:16]2)[C:11]([NH2:18])([CH2:12]4)[CH2:10]3)[CH2:7][CH2:6][S:5][CH2:4][CH2:3]1.Cl[CH2:20][C:21]([N:23]1[CH2:27][CH2:26][CH2:25][C@H:24]1[C:28]#[N:29])=[O:22].C([O-])([O-])=O.[K+].[K+], predict the reaction product. The product is: [N:2]1([CH2:8][C:9]23[CH2:17][CH:13]4[CH2:12][C:11]([NH:18][CH2:20][C:21]([N:23]5[CH2:27][CH2:26][CH2:25][C@H:24]5[C:28]#[N:29])=[O:22])([CH2:10]2)[CH:15]([CH2:14]4)[CH2:16]3)[CH2:7][CH2:6][S:5][CH2:4][CH2:3]1. (5) The product is: [ClH:22].[CH3:21][O:20][C:11]1([C:14]2[CH:19]=[CH:18][CH:17]=[CH:16][CH:15]=2)[CH2:10][CH2:9][NH:8][CH2:13][CH2:12]1. Given the reactants C(OC([N:8]1[CH2:13][CH2:12][C:11]([O:20][CH3:21])([C:14]2[CH:19]=[CH:18][CH:17]=[CH:16][CH:15]=2)[CH2:10][CH2:9]1)=O)(C)(C)C.[ClH:22], predict the reaction product. (6) Given the reactants I[C:2]1[CH:3]=[N:4][N:5]([CH3:14])[C:6]=1[O:7][C:8]1[CH:13]=[CH:12][CH:11]=[CH:10][CH:9]=1.[Li]CCCC.[B:20](OC(C)C)([O:25]C(C)C)[O:21]C(C)C, predict the reaction product. The product is: [CH3:14][N:5]1[C:6]([O:7][C:8]2[CH:13]=[CH:12][CH:11]=[CH:10][CH:9]=2)=[C:2]([B:20]([OH:25])[OH:21])[CH:3]=[N:4]1. (7) Given the reactants Cl.O.[C:3]1([CH3:13])[CH:8]=[CH:7][C:6]([S:9]([OH:12])(=[O:11])=[O:10])=[CH:5][CH:4]=1.[OH-].[Na+], predict the reaction product. The product is: [C:3]1([CH3:13])[CH:4]=[CH:5][C:6]([S:9]([OH:12])(=[O:10])=[O:11])=[CH:7][CH:8]=1. (8) Given the reactants N#N.C[O:4][C:5]1[CH:10]=[C:9]([O:11]C)[CH:8]=[CH:7][C:6]=1[C:13]1[CH:18]=[CH:17][CH:16]=[C:15]([C:19]([NH:21][C:22]2[N:27]=[CH:26][C:25]([C:28]3[O:32][C:31]([CH3:33])=[C:30]([C:34]([OH:36])=[O:35])[CH:29]=3)=[CH:24][CH:23]=2)=[O:20])[CH:14]=1.B(Br)(Br)Br, predict the reaction product. The product is: [OH:4][C:5]1[CH:10]=[C:9]([OH:11])[CH:8]=[CH:7][C:6]=1[C:13]1[CH:18]=[CH:17][CH:16]=[C:15]([C:19]([NH:21][C:22]2[N:27]=[CH:26][C:25]([C:28]3[O:32][C:31]([CH3:33])=[C:30]([C:34]([OH:36])=[O:35])[CH:29]=3)=[CH:24][CH:23]=2)=[O:20])[CH:14]=1. (9) The product is: [CH3:2][CH2:1][O:3][C:4]([C:6]1[N:7]=[C:8]([C@@H:11]2[O:24][CH2:25][N:17]([S:18]([C:20]([CH3:21])([CH3:22])[CH3:23])=[O:19])[CH:13]([CH:14]([CH3:15])[CH3:16])[CH2:12]2)[S:9][CH:10]=1)=[O:5]. Given the reactants [CH2:1]([O:3][C:4]([C:6]1[N:7]=[C:8]([C@H:11]([OH:24])[CH2:12][C@@H:13]([NH:17][S@:18]([C:20]([CH3:23])([CH3:22])[CH3:21])=[O:19])[CH:14]([CH3:16])[CH3:15])[S:9][CH:10]=1)=[O:5])[CH3:2].[CH2:25]=O, predict the reaction product.